This data is from Forward reaction prediction with 1.9M reactions from USPTO patents (1976-2016). The task is: Predict the product of the given reaction. Given the reactants Br[C:2]1[CH:3]=[CH:4][C:5]2[O:9][C:8]([C:14]3[CH:19]=[C:18]([Cl:20])[CH:17]=[C:16]([Cl:21])[CH:15]=3)([C:10]([F:13])([F:12])[F:11])[CH2:7][C:6]=2[CH:22]=1.[B:23]1([B:23]2[O:27][C:26]([CH3:29])([CH3:28])[C:25]([CH3:31])([CH3:30])[O:24]2)[O:27][C:26]([CH3:29])([CH3:28])[C:25]([CH3:31])([CH3:30])[O:24]1.CC([O-])=O.[K+], predict the reaction product. The product is: [Cl:21][C:16]1[CH:15]=[C:14]([C:8]2([C:10]([F:13])([F:12])[F:11])[CH2:7][C:6]3[CH:22]=[C:2]([B:23]4[O:27][C:26]([CH3:29])([CH3:28])[C:25]([CH3:31])([CH3:30])[O:24]4)[CH:3]=[CH:4][C:5]=3[O:9]2)[CH:19]=[C:18]([Cl:20])[CH:17]=1.